From a dataset of Full USPTO retrosynthesis dataset with 1.9M reactions from patents (1976-2016). Predict the reactants needed to synthesize the given product. Given the product [Cl:1][CH2:2][CH2:3][NH:4][C:5]([NH:18][C:15]1[CH:14]=[CH:13][C:12]([O:11][CH2:7][CH:8]([CH3:10])[CH3:9])=[CH:17][CH:16]=1)=[O:6], predict the reactants needed to synthesize it. The reactants are: [Cl:1][CH2:2][CH2:3][N:4]=[C:5]=[O:6].[CH2:7]([O:11][C:12]1[CH:17]=[CH:16][C:15]([NH2:18])=[CH:14][CH:13]=1)[CH:8]([CH3:10])[CH3:9].